This data is from Peptide-MHC class I binding affinity with 185,985 pairs from IEDB/IMGT. The task is: Regression. Given a peptide amino acid sequence and an MHC pseudo amino acid sequence, predict their binding affinity value. This is MHC class I binding data. (1) The peptide sequence is SFSLESDSIK. The MHC is HLA-A31:01 with pseudo-sequence HLA-A31:01. The binding affinity (normalized) is 0.271. (2) The peptide sequence is QIDNFSLGV. The MHC is HLA-A01:01 with pseudo-sequence HLA-A01:01. The binding affinity (normalized) is 0.400. (3) The peptide sequence is AEWDRVHPV. The MHC is HLA-A26:01 with pseudo-sequence HLA-A26:01. The binding affinity (normalized) is 0. (4) The peptide sequence is CPKIFNNNY. The MHC is HLA-B51:01 with pseudo-sequence HLA-B51:01. The binding affinity (normalized) is 0.0296. (5) The peptide sequence is QETGRQTALF. The MHC is Mamu-B01 with pseudo-sequence Mamu-B01. The binding affinity (normalized) is 0. (6) The peptide sequence is FPAIFSAEV. The MHC is HLA-B07:02 with pseudo-sequence HLA-B07:02. The binding affinity (normalized) is 0.614. (7) The peptide sequence is DWVPTSRTTW. The MHC is HLA-A24:02 with pseudo-sequence HLA-A24:02. The binding affinity (normalized) is 0.373. (8) The peptide sequence is NIKRTLAAM. The MHC is HLA-A02:01 with pseudo-sequence HLA-A02:01. The binding affinity (normalized) is 0. (9) The binding affinity (normalized) is 0.0412. The peptide sequence is EMFKTKGRY. The MHC is HLA-A01:01 with pseudo-sequence HLA-A01:01. (10) The peptide sequence is FTIDFKLKY. The MHC is HLA-A30:02 with pseudo-sequence HLA-A30:02. The binding affinity (normalized) is 0.484.